Dataset: Reaction yield outcomes from USPTO patents with 853,638 reactions. Task: Predict the reaction yield, written as a fraction of the theoretical maximum amount of product (1.0 means a 100% yield; for example, 0.34 means a 34% yield). (1) The yield is 0.900. The reactants are [Cl:1][C:2]1[CH:10]=[CH:9][CH:8]=[C:7]2[C:3]=1[C:4]([C:16]([OH:18])=O)=[CH:5][N:6]2[CH:11]1[CH2:15][CH2:14][CH2:13][O:12]1.Cl.[NH2:20][CH2:21][C:22]1([OH:30])[CH2:27][CH2:26][C:25]([F:29])([F:28])[CH2:24][CH2:23]1.C(Cl)CCl.N1(O)C2C=CC=CC=2N=N1.C(N(C(C)C)C(C)C)C. The catalyst is CN(C)C=O. The product is [Cl:1][C:2]1[CH:10]=[CH:9][CH:8]=[C:7]2[C:3]=1[C:4]([C:16]([NH:20][CH2:21][C:22]1([OH:30])[CH2:23][CH2:24][C:25]([F:29])([F:28])[CH2:26][CH2:27]1)=[O:18])=[CH:5][N:6]2[CH:11]1[CH2:15][CH2:14][CH2:13][O:12]1. (2) The reactants are CO[O:3][CH:4](CC1C=CC=CC=1)[C@H:5]([CH2:16][O:17][C:18](=[O:36])[CH2:19][CH2:20][CH2:21][CH2:22][CH2:23][CH2:24][CH2:25]/[CH:26]=[CH:27]\[CH2:28][CH2:29][CH2:30][CH2:31][CH2:32][CH2:33][CH2:34][CH3:35])[O:6][CH2:7][CH2:8][O:9][CH:10]1[CH2:15][CH2:14][CH2:13][CH2:12][O:11]1.C(C1C(=O)C(Cl)=C(Cl)C(=O)C=1C#N)#N. The catalyst is C(Cl)Cl. The product is [C:18]([O:17][CH2:16][C@H:5]([O:6][CH2:7][CH2:8][O:9][CH:10]1[CH2:15][CH2:14][CH2:13][CH2:12][O:11]1)[CH2:4][OH:3])(=[O:36])[CH2:19][CH2:20][CH2:21][CH2:22][CH2:23][CH2:24][CH2:25]/[CH:26]=[CH:27]\[CH2:28][CH2:29][CH2:30][CH2:31][CH2:32][CH2:33][CH2:34][CH3:35]. The yield is 0.660. (3) The reactants are Cl.[N:2]1([C:8]2[C:12]3[CH:13]=[CH:14][CH:15]=[CH:16][C:11]=3[S:10][N:9]=2)[CH2:7][CH2:6][NH:5][CH2:4][CH2:3]1.S(C1C=CC(C)=CC=1)(O[CH2:21][CH2:22][C:23]1[CH:28]=[CH:27][CH:26]=[CH:25][C:24]=1[N+:29]([O-:31])=[O:30])(=O)=O. No catalyst specified. The product is [N+:29]([C:24]1[CH:25]=[CH:26][CH:27]=[CH:28][C:23]=1[CH2:22][CH2:21][N:5]1[CH2:6][CH2:7][N:2]([C:8]2[C:12]3[CH:13]=[CH:14][CH:15]=[CH:16][C:11]=3[S:10][N:9]=2)[CH2:3][CH2:4]1)([O-:31])=[O:30]. The yield is 0.750. (4) The reactants are [NH2:1][C:2]1[C:10]([Br:11])=[CH:9][CH:8]=[CH:7][C:3]=1[C:4](O)=[O:5].C([N:14]=C=NCCCN(C)C)C.[Cl-].[NH4+].C(N(C(C)C)CC)(C)C. The catalyst is CN(C=O)C. The product is [NH2:1][C:2]1[C:10]([Br:11])=[CH:9][CH:8]=[CH:7][C:3]=1[C:4]([NH2:14])=[O:5]. The yield is 0.840. (5) The reactants are C([O:3][C:4]([C:6]1([C:9]2[CH:14]=[CH:13][C:12]([C:15]3[CH:20]=[CH:19][C:18]([C:21]4[S:22][C:23]([F:40])=[CH:24][C:25]=4[NH:26][C:27]([O:29][C@@H:30]([C:32]4[CH:37]=[CH:36][C:35]([F:38])=[CH:34][C:33]=4[F:39])[CH3:31])=[O:28])=[CH:17][CH:16]=3)=[CH:11][CH:10]=2)[CH2:8][CH2:7]1)=[O:5])C.[OH-].[Na+].Cl. The catalyst is C(O)(C)C. The product is [F:39][C:33]1[CH:34]=[C:35]([F:38])[CH:36]=[CH:37][C:32]=1[C@H:30]([O:29][C:27]([NH:26][C:25]1[CH:24]=[C:23]([F:40])[S:22][C:21]=1[C:18]1[CH:19]=[CH:20][C:15]([C:12]2[CH:13]=[CH:14][C:9]([C:6]3([C:4]([OH:5])=[O:3])[CH2:7][CH2:8]3)=[CH:10][CH:11]=2)=[CH:16][CH:17]=1)=[O:28])[CH3:31]. The yield is 0.690. (6) The reactants are [CH3:1][C:2]1[CH:3]=[N:4][NH:5][CH:6]=1.[O:7]1[CH:12]=[CH:11][CH2:10][CH2:9][CH2:8]1.[H-].[Na+]. The catalyst is FC(F)(F)C(O)=O. The product is [CH3:1][C:2]1[CH:3]=[N:4][N:5]([CH:8]2[CH2:9][CH2:10][CH2:11][CH2:12][O:7]2)[CH:6]=1. The yield is 0.830.